This data is from Forward reaction prediction with 1.9M reactions from USPTO patents (1976-2016). The task is: Predict the product of the given reaction. (1) Given the reactants [CH3:1][S:2][CH2:3][CH2:4][C:5]([NH:7][C:8]1[C:9]2[CH2:10][C:11]3[C:20]4[CH2:19][CH2:18][CH2:17][CH2:16][C:15]=4[C:14](=[O:21])[NH:13][C:12]=3[C:22]=2[CH:23]=[CH:24][CH:25]=1)=[O:6].[OH:26]OS([O-])=O.[K+], predict the reaction product. The product is: [CH3:1][S:2]([CH2:3][CH2:4][C:5]([NH:7][C:8]1[C:9]2[CH2:10][C:11]3[C:20]4[CH2:19][CH2:18][CH2:17][CH2:16][C:15]=4[C:14](=[O:21])[NH:13][C:12]=3[C:22]=2[CH:23]=[CH:24][CH:25]=1)=[O:6])=[O:26]. (2) Given the reactants C1(P(N=[N+]=[N-])(C2C=CC=CC=2)=[O:8])C=CC=CC=1.[Br:18][C:19]1[C:27]([CH3:28])=CC(C(O)=O)=C[C:20]=1[N+:29]([O-:31])=[O:30].C([N:35]([CH:38]([CH3:40])[CH3:39])[CH2:36]C)(C)C.[CH3:41][Si:42](C(O)C)([CH3:44])[CH3:43].[O:48]1CCO[CH2:50][CH2:49]1, predict the reaction product. The product is: [CH3:41][Si:42]([CH3:44])([CH3:43])[CH2:50][CH2:49][O:48][C:36](=[O:8])[NH:35][C:38]1[CH:39]=[C:20]([N+:29]([O-:31])=[O:30])[C:19]([Br:18])=[C:27]([CH3:28])[CH:40]=1. (3) The product is: [F:22][C:23]1[C:24]([O:31][CH2:32][C:33]2[CH:34]=[CH:35][CH:36]=[CH:37][CH:38]=2)=[C:25]([C:26](=[NH:27])[NH:10][CH2:9][CH2:8][C:4]2[CH:5]=[CH:6][CH:7]=[C:2]([F:1])[CH:3]=2)[CH:28]=[CH:29][CH:30]=1. Given the reactants [F:1][C:2]1[CH:3]=[C:4]([CH2:8][CH2:9][NH2:10])[CH:5]=[CH:6][CH:7]=1.C1(C)C=CC=CC=1.C[Al](C)C.[F:22][C:23]1[C:24]([O:31][CH2:32][C:33]2[CH:38]=[CH:37][CH:36]=[CH:35][CH:34]=2)=[C:25]([CH:28]=[CH:29][CH:30]=1)[C:26]#[N:27], predict the reaction product. (4) Given the reactants Br[C:2]1[S:3][C:4]([C:7]([O:9][CH3:10])=[O:8])=[CH:5][N:6]=1.[NH:11]1[CH2:16][CH2:15][NH:14][CH2:13][CH2:12]1.C(=O)([O-])[O-].[K+].[K+], predict the reaction product. The product is: [CH3:10][O:9][C:7]([C:4]1[S:3][C:2]([N:11]2[CH2:16][CH2:15][NH:14][CH2:13][CH2:12]2)=[N:6][CH:5]=1)=[O:8]. (5) Given the reactants [C:1]([O:5][C:6]([N:8]1[CH2:13][CH2:12][C:11](=O)[CH2:10][CH2:9]1)=[O:7])([CH3:4])([CH3:3])[CH3:2].[NH2:15][C:16]1[CH:23]=[CH:22][C:21]([Cl:24])=[CH:20][C:17]=1[CH2:18][OH:19].C(O)(=O)C.[BH3-]C#N.[Na+], predict the reaction product. The product is: [C:1]([O:5][C:6]([N:8]1[CH2:13][CH2:12][CH:11]([NH:15][C:16]2[CH:23]=[CH:22][C:21]([Cl:24])=[CH:20][C:17]=2[CH2:18][OH:19])[CH2:10][CH2:9]1)=[O:7])([CH3:4])([CH3:3])[CH3:2]. (6) Given the reactants [NH2:1][C:2]1[CH:7]=[CH:6][CH:5]=[CH:4][C:3]=1/[CH:8]=[CH:9]/[C:10]([O:12][CH3:13])=[O:11].Br[C:15]1[N:19]([CH2:20][CH2:21][O:22][CH3:23])[C:18]2[CH:24]=[CH:25][CH:26]=[CH:27][C:17]=2[N:16]=1, predict the reaction product. The product is: [CH3:23][O:22][CH2:21][CH2:20][N:19]1[C:18]2[CH:24]=[CH:25][CH:26]=[CH:27][C:17]=2[N:16]=[C:15]1[NH:1][C:2]1[CH:7]=[CH:6][CH:5]=[CH:4][C:3]=1/[CH:8]=[CH:9]/[C:10]([O:12][CH3:13])=[O:11]. (7) Given the reactants [OH-].[Li+].[N:3]([CH2:6][C:7]1[CH:8]=[C:9]([CH:14]=[CH:15][CH:16]=1)[C:10]([O:12]C)=[O:11])=[N+:4]=[N-:5].[OH-].[Na+], predict the reaction product. The product is: [N:3]([CH2:6][C:7]1[CH:8]=[C:9]([CH:14]=[CH:15][CH:16]=1)[C:10]([OH:12])=[O:11])=[N+:4]=[N-:5]. (8) Given the reactants [BH4-].[Na+].[CH2:3]([NH:10][C:11]1[CH2:16][CH2:15][C:14]([F:18])([F:17])[CH2:13][C:12]=1[C:19]([O:21][CH2:22][CH3:23])=[O:20])[C:4]1[CH:9]=[CH:8][CH:7]=[CH:6][CH:5]=1, predict the reaction product. The product is: [CH2:3]([NH:10][C@H:11]1[CH2:16][CH2:15][C:14]([F:17])([F:18])[CH2:13][C@H:12]1[C:19]([O:21][CH2:22][CH3:23])=[O:20])[C:4]1[CH:5]=[CH:6][CH:7]=[CH:8][CH:9]=1. (9) Given the reactants [CH2:1]([O:3][CH2:4][C:5]1[N:6]([CH2:18][CH2:19][CH2:20][C:21](OCC)=[O:22])[C:7]2[C:16]3[CH:15]=[CH:14][CH:13]=[CH:12][C:11]=3[N:10]=[CH:9][C:8]=2[N:17]=1)[CH3:2].[NH:26]1[CH2:31][CH2:30][O:29][CH2:28][CH2:27]1, predict the reaction product. The product is: [CH2:1]([O:3][CH2:4][C:5]1[N:6]([CH2:18][CH2:19][CH2:20][C:21]([N:26]2[CH2:31][CH2:30][O:29][CH2:28][CH2:27]2)=[O:22])[C:7]2[C:16]3[CH:15]=[CH:14][CH:13]=[CH:12][C:11]=3[N:10]=[CH:9][C:8]=2[N:17]=1)[CH3:2].